Dataset: Catalyst prediction with 721,799 reactions and 888 catalyst types from USPTO. Task: Predict which catalyst facilitates the given reaction. (1) Reactant: [OH:1][C:2]1[S:3][C:4]([C:13]([OH:15])=O)=[C:5]([C:7]2[CH:12]=[CH:11][CH:10]=[CH:9][CH:8]=2)[N:6]=1.Cl.C[N:18]([CH3:27])CCCN=C=NCC.[OH2:28].O[N:30]1[C:34]2[CH:35]=[CH:36][CH:37]=[CH:38][C:33]=2N=N1.[CH2:39]([N:41](CC)[CH2:42][CH3:43])[CH3:40]. Product: [OH:1][C:2]1[S:3][C:4]([C:13]([N:41]2[CH2:42][CH2:43][N:30]([C:34]3[CH:33]=[C:38]([CH:37]=[CH:36][CH:35]=3)[C:27]([NH2:18])=[O:28])[CH2:40][CH2:39]2)=[O:15])=[C:5]([C:7]2[CH:8]=[CH:9][CH:10]=[CH:11][CH:12]=2)[N:6]=1. The catalyst class is: 4. (2) The catalyst class is: 3. Reactant: Cl.[CH3:2][NH:3][O:4][CH3:5].F[P-](F)(F)(F)(F)F.C[N+](C)=C(N(C)C)ON1C2N=CC=CC=2N=N1.CCN(C(C)C)C(C)C.[Br:39][C:40]1[CH:41]=[CH:42][C:43]([C:46]([OH:48])=O)=[N:44][CH:45]=1. Product: [Br:39][C:40]1[CH:41]=[CH:42][C:43]([C:46]([N:3]([O:4][CH3:5])[CH3:2])=[O:48])=[N:44][CH:45]=1.